This data is from Catalyst prediction with 721,799 reactions and 888 catalyst types from USPTO. The task is: Predict which catalyst facilitates the given reaction. (1) Reactant: [I:1][C:2]1[CH:8]=[CH:7][C:5]([NH2:6])=[CH:4][CH:3]=1.[C:9]([O:13][C:14]([NH:16][CH2:17][CH2:18][C:19](O)=[O:20])=[O:15])([CH3:12])([CH3:11])[CH3:10].Cl.CN(C)CCCN=C=NCC.ON1C2N=CC=CC=2N=N1. Product: [C:9]([O:13][C:14](=[O:15])[NH:16][CH2:17][CH2:18][C:19](=[O:20])[NH:6][C:5]1[CH:7]=[CH:8][C:2]([I:1])=[CH:3][CH:4]=1)([CH3:12])([CH3:10])[CH3:11]. The catalyst class is: 3. (2) Reactant: C(O[C:6](=O)[N:7](C)[C@@H:8]1[CH2:12][CH2:11][C@H:10]([C:13]2[O:14][C:15]([CH2:18][CH2:19][CH3:20])=[N:16][N:17]=2)[CH2:9]1)(C)(C)C.[F:23][C:24]([F:29])([F:28])[C:25]([OH:27])=[O:26]. Product: [F:23][C:24]([F:29])([F:28])[C:25]([OH:27])=[O:26].[CH3:6][NH:7][C@@H:8]1[CH2:12][CH2:11][C@H:10]([C:13]2[O:14][C:15]([CH2:18][CH2:19][CH3:20])=[N:16][N:17]=2)[CH2:9]1. The catalyst class is: 4.